From a dataset of Peptide-MHC class II binding affinity with 134,281 pairs from IEDB. Regression. Given a peptide amino acid sequence and an MHC pseudo amino acid sequence, predict their binding affinity value. This is MHC class II binding data. (1) The peptide sequence is PEGLLWLLLTGKVPT. The MHC is HLA-DPA10201-DPB11401 with pseudo-sequence HLA-DPA10201-DPB11401. The binding affinity (normalized) is 0.0897. (2) The peptide sequence is AAATAGTAVYGAFAA. The MHC is HLA-DQA10501-DQB10301 with pseudo-sequence HLA-DQA10501-DQB10301. The binding affinity (normalized) is 0.695. (3) The peptide sequence is DKCPSTGEAHLAEEN. The MHC is DRB3_0301 with pseudo-sequence DRB3_0301. The binding affinity (normalized) is 0.